From a dataset of Forward reaction prediction with 1.9M reactions from USPTO patents (1976-2016). Predict the product of the given reaction. Given the reactants [Br:1][C:2]1[CH:3]=[C:4](I)[C:5]([NH2:11])=[N:6][C:7]=1[CH:8]1[CH2:10][CH2:9]1.C(N(CC)CC)C.[C:20]([Si:22]([CH3:25])([CH3:24])[CH3:23])#[CH:21], predict the reaction product. The product is: [Br:1][C:2]1[CH:3]=[C:4]([C:21]#[C:20][Si:22]([CH3:25])([CH3:24])[CH3:23])[C:5]([NH2:11])=[N:6][C:7]=1[CH:8]1[CH2:10][CH2:9]1.